From a dataset of Forward reaction prediction with 1.9M reactions from USPTO patents (1976-2016). Predict the product of the given reaction. (1) Given the reactants Br[C:2]1[CH:7]=[CH:6][C:5]([C@H:8]([C:19]2[CH:24]=[CH:23][C:22]([Cl:25])=[CH:21][C:20]=2[CH3:26])[CH2:9][C:10]([C:12]2[CH:17]=[CH:16][N:15]=[C:14]([CH3:18])[CH:13]=2)=[O:11])=[CH:4][CH:3]=1.B([C:30]1[CH:38]=[CH:37][C:33]([C:34]([OH:36])=[O:35])=[CH:32][CH:31]=1)(O)O, predict the reaction product. The product is: [Cl:25][C:22]1[CH:23]=[CH:24][C:19]([C@@H:8]([C:5]2[CH:6]=[CH:7][C:2]([C:30]3[CH:38]=[CH:37][C:33]([C:34]([OH:36])=[O:35])=[CH:32][CH:31]=3)=[CH:3][CH:4]=2)[CH2:9][C:10]([C:12]2[CH:17]=[CH:16][N:15]=[C:14]([CH3:18])[CH:13]=2)=[O:11])=[C:20]([CH3:26])[CH:21]=1. (2) Given the reactants [C:1]1(=[CH:5][CH2:6][O:7][C:8]2[CH:9]=[C:10]([CH:15]=[CH:16][CH:17]=2)[C:11]([O:13]C)=[O:12])[CH2:4][CH2:3][CH2:2]1.O.[OH-].[Li+], predict the reaction product. The product is: [C:1]1(=[CH:5][CH2:6][O:7][C:8]2[CH:9]=[C:10]([CH:15]=[CH:16][CH:17]=2)[C:11]([OH:13])=[O:12])[CH2:2][CH2:3][CH2:4]1. (3) Given the reactants Br[C:2]1[CH:3]=[C:4]2[CH:10]=[CH:9][N:8]([S:11]([C:14]3[CH:19]=[CH:18][C:17]([CH3:20])=[CH:16][CH:15]=3)(=[O:13])=[O:12])[C:5]2=[N:6][CH:7]=1.CCN(CC)CC.C1C=CC(P(C2C=CC=CC=2)C2C=CC=CC=2)=CC=1.[CH3:47][OH:48].CN([CH:52]=[O:53])C, predict the reaction product. The product is: [CH3:47][O:48][C:52]([C:2]1[CH:3]=[C:4]2[CH:10]=[CH:9][N:8]([S:11]([C:14]3[CH:19]=[CH:18][C:17]([CH3:20])=[CH:16][CH:15]=3)(=[O:13])=[O:12])[C:5]2=[N:6][CH:7]=1)=[O:53]. (4) The product is: [C:19]([O:18][C:16]([N:14]1[CH2:15][CH:12]([N:8]2[C:4]3=[N:5][CH:6]=[N:7][C:2]([NH2:1])=[C:3]3[C:10]([S:29][C:23]3[CH:28]=[CH:27][CH:26]=[CH:25][CH:24]=3)=[N:9]2)[CH2:13]1)=[O:17])([CH3:22])([CH3:21])[CH3:20]. Given the reactants [NH2:1][C:2]1[N:7]=[CH:6][N:5]=[C:4]2[N:8]([CH:12]3[CH2:15][N:14]([C:16]([O:18][C:19]([CH3:22])([CH3:21])[CH3:20])=[O:17])[CH2:13]3)[N:9]=[C:10](I)[C:3]=12.[C:23]1([SH:29])[CH:28]=[CH:27][CH:26]=[CH:25][CH:24]=1.C([O-])([O-])=O.[K+].[K+], predict the reaction product. (5) Given the reactants [C:1](Cl)(=[O:3])[CH3:2].C(N(CC)CC)C.[NH2:12][C:13]1[CH:14]=[N:15][C:16]2[C:21]([CH:22]=1)=[CH:20][CH:19]=[CH:18][CH:17]=2.Cl, predict the reaction product. The product is: [C:1]([NH:12][C:13]1[CH:14]=[N:15][C:16]2[C:21]([CH:22]=1)=[CH:20][CH:19]=[CH:18][CH:17]=2)(=[O:3])[CH3:2].